This data is from Merck oncology drug combination screen with 23,052 pairs across 39 cell lines. The task is: Regression. Given two drug SMILES strings and cell line genomic features, predict the synergy score measuring deviation from expected non-interaction effect. (1) Drug 1: CN(C)C(=N)N=C(N)N. Drug 2: N#Cc1ccc(Cn2cncc2CN2CCN(c3cccc(Cl)c3)C(=O)C2)cc1. Cell line: HCT116. Synergy scores: synergy=-4.48. (2) Drug 1: N.N.O=C(O)C1(C(=O)O)CCC1.[Pt]. Drug 2: NC(=O)c1cccc2cn(-c3ccc(C4CCCNC4)cc3)nc12. Cell line: NCIH23. Synergy scores: synergy=-7.49. (3) Drug 1: Cc1nc(Nc2ncc(C(=O)Nc3c(C)cccc3Cl)s2)cc(N2CCN(CCO)CC2)n1. Drug 2: NC1CCCCC1N.O=C(O)C(=O)O.[Pt+2]. Cell line: ZR751. Synergy scores: synergy=1.07. (4) Drug 1: COC12C(COC(N)=O)C3=C(C(=O)C(C)=C(N)C3=O)N1CC1NC12. Drug 2: N#Cc1ccc(Cn2cncc2CN2CCN(c3cccc(Cl)c3)C(=O)C2)cc1. Cell line: A2058. Synergy scores: synergy=-11.5. (5) Drug 1: O=C(O)C1(Cc2cccc(Nc3nccs3)n2)CCC(Oc2cccc(Cl)c2F)CC1. Drug 2: COC1CC2CCC(C)C(O)(O2)C(=O)C(=O)N2CCCCC2C(=O)OC(C(C)CC2CCC(OP(C)(C)=O)C(OC)C2)CC(=O)C(C)C=C(C)C(O)C(OC)C(=O)C(C)CC(C)C=CC=CC=C1C. Cell line: A2058. Synergy scores: synergy=17.9. (6) Drug 1: CCC1(O)CC2CN(CCc3c([nH]c4ccccc34)C(C(=O)OC)(c3cc4c(cc3OC)N(C)C3C(O)(C(=O)OC)C(OC(C)=O)C5(CC)C=CCN6CCC43C65)C2)C1. Drug 2: COC1CC2CCC(C)C(O)(O2)C(=O)C(=O)N2CCCCC2C(=O)OC(C(C)CC2CCC(OP(C)(C)=O)C(OC)C2)CC(=O)C(C)C=C(C)C(O)C(OC)C(=O)C(C)CC(C)C=CC=CC=C1C. Cell line: UWB1289BRCA1. Synergy scores: synergy=15.7. (7) Drug 1: COC12C(COC(N)=O)C3=C(C(=O)C(C)=C(N)C3=O)N1CC1NC12. Drug 2: C#Cc1cccc(Nc2ncnc3cc(OCCOC)c(OCCOC)cc23)c1. Cell line: DLD1. Synergy scores: synergy=-21.8. (8) Cell line: SKOV3. Drug 1: O=C(CCCCCCC(=O)Nc1ccccc1)NO. Synergy scores: synergy=-3.75. Drug 2: COC1=C2CC(C)CC(OC)C(O)C(C)C=C(C)C(OC(N)=O)C(OC)C=CC=C(C)C(=O)NC(=CC1=O)C2=O. (9) Drug 1: CCC1=CC2CN(C1)Cc1c([nH]c3ccccc13)C(C(=O)OC)(c1cc3c(cc1OC)N(C)C1C(O)(C(=O)OC)C(OC(C)=O)C4(CC)C=CCN5CCC31C54)C2. Drug 2: CS(=O)(=O)CCNCc1ccc(-c2ccc3ncnc(Nc4ccc(OCc5cccc(F)c5)c(Cl)c4)c3c2)o1. Cell line: SW837. Synergy scores: synergy=20.9.